From a dataset of Full USPTO retrosynthesis dataset with 1.9M reactions from patents (1976-2016). Predict the reactants needed to synthesize the given product. (1) Given the product [F:1][C:2]([F:7])([F:6])[C:3]([OH:5])=[O:4].[F:1][C:2]([F:7])([F:6])[C:3]([OH:5])=[O:4].[Cl:31][C:22]1[CH:23]=[N:24][C:25]2[NH:26][C:27]3[CH:28]=[C:9]([C:36]4[CH:37]=[CH:38][N:33]=[CH:34][CH:35]=4)[CH:10]=[C:11]([CH:29]=3)[CH2:12][CH2:13][O:14][C:15]3[CH:32]=[C:19]([NH:20][C:21]=1[N:30]=2)[CH:18]=[CH:17][CH:16]=3, predict the reactants needed to synthesize it. The reactants are: [F:1][C:2]([F:7])([F:6])[C:3]([OH:5])=[O:4].Br[C:9]1[CH:10]=[C:11]2[CH:29]=[C:27]([CH:28]=1)[NH:26][C:25]1=[N:30][C:21](=[C:22]([Cl:31])[CH:23]=[N:24]1)[NH:20][C:19]1=[CH:32][C:15](=[CH:16][CH:17]=[CH:18]1)[O:14][CH2:13][CH2:12]2.[N:33]1[CH:38]=[CH:37][C:36](B(O)O)=[CH:35][CH:34]=1.C(=O)([O-])[O-].[Na+].[Na+]. (2) Given the product [C:66](=[N:79][C:3]1[CH:4]=[CH:5][CH:6]=[C:7]([O:8][C:9]([F:12])([F:11])[F:10])[C:2]=1[F:1])([C:73]1[CH:74]=[CH:75][CH:76]=[CH:77][CH:78]=1)[C:67]1[CH:72]=[CH:71][CH:70]=[CH:69][CH:68]=1, predict the reactants needed to synthesize it. The reactants are: [F:1][C:2]1[C:7]([O:8][C:9]([F:12])([F:11])[F:10])=[CH:6][CH:5]=[CH:4][C:3]=1I.C([O-])([O-])=O.[Cs+].[Cs+].C1C=CC(P(C2C(C3C(P(C4C=CC=CC=4)C4C=CC=CC=4)=CC=C4C=3C=CC=C4)=C3C(C=CC=C3)=CC=2)C2C=CC=CC=2)=CC=1.[C:66](=[NH:79])([C:73]1[CH:78]=[CH:77][CH:76]=[CH:75][CH:74]=1)[C:67]1[CH:72]=[CH:71][CH:70]=[CH:69][CH:68]=1. (3) The reactants are: [CH3:1][S:2](Cl)(=[O:4])=[O:3].[NH2:6][C:7]1[C:27]([C:28]2[CH:33]=[CH:32][CH:31]=[CH:30][CH:29]=2)=[CH:26][C:10]2[C:11]([C:21]([O:23][CH2:24][CH3:25])=[O:22])=[C:12]([C:14]3[CH:19]=[CH:18][C:17]([F:20])=[CH:16][CH:15]=3)[O:13][C:9]=2[CH:8]=1.N1C=CC=CC=1. Given the product [F:20][C:17]1[CH:18]=[CH:19][C:14]([C:12]2[O:13][C:9]3[CH:8]=[C:7]([NH:6][S:2]([CH3:1])(=[O:4])=[O:3])[C:27]([C:28]4[CH:29]=[CH:30][CH:31]=[CH:32][CH:33]=4)=[CH:26][C:10]=3[C:11]=2[C:21]([O:23][CH2:24][CH3:25])=[O:22])=[CH:15][CH:16]=1, predict the reactants needed to synthesize it. (4) The reactants are: [OH:1][C:2]1[CH:7]=[C:6]([Cl:8])[CH:5]=[CH:4][C:3]=1[C:9](=[O:11])[CH3:10].C([O:14][C:15]([C:17]1[C:24]([CH3:25])=[CH:23][C:20]([CH:21]=O)=[C:19]([O:26][CH3:27])[C:18]=1[CH3:28])=[O:16])C. Given the product [OH:1][C:2]1[CH:7]=[C:6]([Cl:8])[CH:5]=[CH:4][C:3]=1[C:9](=[O:11])[CH:10]=[CH:21][C:20]1[CH:23]=[C:24]([CH3:25])[C:17]([C:15]([OH:16])=[O:14])=[C:18]([CH3:28])[C:19]=1[O:26][CH3:27], predict the reactants needed to synthesize it. (5) Given the product [OH:1][C:2]1[C:7]([CH3:12])=[C:6]2[C:5](=[C:4]([CH3:10])[C:3]=1[CH3:11])[O:9][C:15]([CH3:17])([C:14]([O:19][CH3:20])=[O:18])[CH2:16][CH2:8]2, predict the reactants needed to synthesize it. The reactants are: [OH:1][C:2]1[CH:7]=[C:6]([CH3:8])[C:5]([OH:9])=[C:4]([CH3:10])[C:3]=1[CH3:11].[CH2:12]=O.[C:14]([O:19][CH3:20])(=[O:18])[C:15]([CH3:17])=[CH2:16].O.